From a dataset of Reaction yield outcomes from USPTO patents with 853,638 reactions. Predict the reaction yield, written as a fraction of the theoretical maximum amount of product (1.0 means a 100% yield; for example, 0.34 means a 34% yield). (1) The reactants are [CH3:1][N:2]([C:11]1[CH:12]=[CH:13][CH:14]=[C:15]2[C:19]=1[NH:18][C:17]([C:20]1[S:21][C:22]3([CH2:29][CH2:28][NH:27][CH2:26][CH2:25]3)[CH2:23][N:24]=1)=[CH:16]2)[S:3]([C:6]1[S:7][CH:8]=[CH:9][CH:10]=1)(=[O:5])=[O:4].[CH3:30][S:31](Cl)(=[O:33])=[O:32].C(N(CC)CC)C. The catalyst is O1CCCC1. The product is [CH3:1][N:2]([C:11]1[CH:12]=[CH:13][CH:14]=[C:15]2[C:19]=1[NH:18][C:17]([C:20]1[S:21][C:22]3([CH2:29][CH2:28][N:27]([S:31]([CH3:30])(=[O:33])=[O:32])[CH2:26][CH2:25]3)[CH2:23][N:24]=1)=[CH:16]2)[S:3]([C:6]1[S:7][CH:8]=[CH:9][CH:10]=1)(=[O:4])=[O:5]. The yield is 0.360. (2) The reactants are Cl[C:2]1[CH:11]=[C:10]([Cl:12])[C:9]2[C:4](=[CH:5][CH:6]=[CH:7][CH:8]=2)[N:3]=1.[OH:13][C:14]1[CH:19]=[CH:18][CH:17]=[CH:16][C:15]=1B(O)O.C(=O)([O-])[O-].[Na+].[Na+].C1(C)C=CC=CC=1. The catalyst is C1C=CC([P]([Pd]([P](C2C=CC=CC=2)(C2C=CC=CC=2)C2C=CC=CC=2)([P](C2C=CC=CC=2)(C2C=CC=CC=2)C2C=CC=CC=2)[P](C2C=CC=CC=2)(C2C=CC=CC=2)C2C=CC=CC=2)(C2C=CC=CC=2)C2C=CC=CC=2)=CC=1.O. The product is [Cl:12][C:10]1[C:9]2[C:4](=[CH:5][CH:6]=[CH:7][CH:8]=2)[N:3]=[C:2]([C:15]2[CH:16]=[CH:17][CH:18]=[CH:19][C:14]=2[OH:13])[CH:11]=1. The yield is 0.500. (3) The reactants are [C:1]([O:5][C:6]([NH:8][CH:9]([CH3:16])[CH2:10]OS(C)(=O)=O)=[O:7])([CH3:4])([CH3:3])[CH3:2].[NH:17]1[CH2:22][CH2:21][O:20][CH2:19][CH2:18]1.C([O-])([O-])=O.[K+].[K+]. The catalyst is CC#N. The product is [C:1]([O:5][C:6](=[O:7])[NH:8][CH:9]([CH3:16])[CH2:10][N:17]1[CH2:22][CH2:21][O:20][CH2:19][CH2:18]1)([CH3:4])([CH3:3])[CH3:2]. The yield is 0.620. (4) The reactants are C(O)(=O)C.FC(F)(F)C(O)=O.[BH4-].[Na+].[CH3:14][N:15]1[CH2:20][CH2:19][N:18]([C:21]2[CH:26]=[CH:25][C:24]([CH:27](O)[C:28]#[CH:29])=[CH:23][CH:22]=2)[CH2:17][CH2:16]1. The catalyst is C(Cl)Cl. The product is [CH3:14][N:15]1[CH2:20][CH2:19][N:18]([C:21]2[CH:26]=[CH:25][C:24]([CH2:27][C:28]#[CH:29])=[CH:23][CH:22]=2)[CH2:17][CH2:16]1. The yield is 0.868. (5) The reactants are [NH:1]1[CH2:6][CH2:5][O:4][CH2:3][CH2:2]1.[CH2:7]([CH:9]1[O:11][CH2:10]1)[Cl:8]. The catalyst is C(O)C. The product is [Cl:8][CH2:7][CH:9]([OH:11])[CH2:10][N:1]1[CH2:6][CH2:5][O:4][CH2:3][CH2:2]1. The yield is 0.370. (6) The reactants are [F:1][C:2]([F:24])([F:23])[O:3][C:4]1[CH:9]=[CH:8][C:7]([N:10]2[CH:14]=[N:13][C:12]([C:15]3[CH:22]=[CH:21][C:18](C=O)=[CH:17][CH:16]=3)=[N:11]2)=[CH:6][CH:5]=1.C1(P(C2C=CC=CC=2)(C2C=CC=CC=2)=[C:32]([CH3:38])[C:33]([O:35][CH2:36][CH3:37])=[O:34])C=CC=CC=1.[C:51]1(C)C=CC=CC=1. No catalyst specified. The product is [CH3:51]/[C:32](=[CH:38]\[C:18]1[CH:21]=[CH:22][C:15]([C:12]2[N:13]=[CH:14][N:10]([C:7]3[CH:6]=[CH:5][C:4]([O:3][C:2]([F:1])([F:24])[F:23])=[CH:9][CH:8]=3)[N:11]=2)=[CH:16][CH:17]=1)/[C:33]([O:35][CH2:36][CH3:37])=[O:34]. The yield is 0.620. (7) The reactants are Cl[S:2]([N:5]=C=O)(=[O:4])=[O:3].C(O)=O.[NH2:11][C:12]1[CH:19]=[CH:18][CH:17]=[C:16]([O:20][CH2:21][C:22]2[CH:27]=[CH:26][C:25]([O:28][CH3:29])=[CH:24][CH:23]=2)[C:13]=1[C:14]#[N:15].CCN(CC)CC. The catalyst is C(Cl)Cl. The product is [S:2]([NH:11][C:12]1[CH:19]=[CH:18][CH:17]=[C:16]([O:20][CH2:21][C:22]2[CH:23]=[CH:24][C:25]([O:28][CH3:29])=[CH:26][CH:27]=2)[C:13]=1[C:14]#[N:15])(=[O:4])(=[O:3])[NH2:5]. The yield is 0.520. (8) The reactants are [NH2:1][C@@H:2]([CH2:10][OH:11])[CH2:3][C:4]1[CH:9]=[CH:8][CH:7]=[CH:6][CH:5]=1.[C:12](O[C:12]([O:14][C:15]([CH3:18])([CH3:17])[CH3:16])=[O:13])([O:14][C:15]([CH3:18])([CH3:17])[CH3:16])=[O:13]. The catalyst is C1COCC1. The product is [C:15]([O:14][C:12](=[O:13])[NH:1][CH:2]([CH2:10][OH:11])[CH2:3][C:4]1[CH:5]=[CH:6][CH:7]=[CH:8][CH:9]=1)([CH3:18])([CH3:17])[CH3:16]. The yield is 0.840. (9) The reactants are [NH2:1][C:2]1[C:11]2[C:6](=[C:7]([Br:15])[CH:8]=[C:9]([N+:12]([O-:14])=[O:13])[CH:10]=2)[N:5]=[C:4]([OH:16])[N:3]=1.S(=O)(=O)(O)N.N[CH2:23][CH2:24][CH2:25][N:26]1[CH2:31][CH2:30][N:29]([CH3:32])[CH2:28][CH2:27]1. No catalyst specified. The product is [Br:15][C:7]1[CH:8]=[C:9]([N+:12]([O-:14])=[O:13])[CH:10]=[C:11]2[C:6]=1[N:5]=[C:4]([OH:16])[N:3]=[C:2]2[NH:1][CH2:23][CH2:24][CH2:25][N:26]1[CH2:31][CH2:30][N:29]([CH3:32])[CH2:28][CH2:27]1. The yield is 0.400. (10) The reactants are [C:1]1([C:10]2[CH:15]=[CH:14][CH:13]=[CH:12][CH:11]=2)[C:2](B(O)O)=[CH:3][CH:4]=[CH:5][CH:6]=1.Br[C:17]1[CH:22]=[CH:21][CH:20]=[C:19]([O:23][CH3:24])[N:18]=1.[O-]P([O-])([O-])=O.[K+].[K+].[K+]. The catalyst is C1(C)C=CC=CC=1.O.C1C=CC(/C=C/C(/C=C/C2C=CC=CC=2)=O)=CC=1.C1C=CC(/C=C/C(/C=C/C2C=CC=CC=2)=O)=CC=1.C1C=CC(/C=C/C(/C=C/C2C=CC=CC=2)=O)=CC=1.[Pd].[Pd].C1(P(C2CCCCC2)C2C=CC=CC=2C2C(OC)=CC=CC=2OC)CCCCC1. The product is [C:1]1([C:10]2[CH:15]=[CH:14][CH:13]=[CH:12][CH:11]=2)[CH:6]=[CH:5][CH:4]=[CH:3][C:2]=1[C:17]1[CH:22]=[CH:21][CH:20]=[C:19]([O:23][CH3:24])[N:18]=1. The yield is 0.800.